This data is from Reaction yield outcomes from USPTO patents with 853,638 reactions. The task is: Predict the reaction yield, written as a fraction of the theoretical maximum amount of product (1.0 means a 100% yield; for example, 0.34 means a 34% yield). (1) The reactants are [CH2:1]([C:8]1[N:27]=[C:11]2[N:12]=[C:13]([CH3:26])[C:14]([CH:17]([CH2:23][CH2:24][CH3:25])[C:18]([O:20][CH2:21][CH3:22])=[O:19])=[C:15](Cl)[N:10]2[N:9]=1)[C:2]1[CH:7]=[CH:6][CH:5]=[CH:4][CH:3]=1.[C:28]1([CH3:37])[CH:33]=[CH:32][C:31](B(O)O)=[CH:30][CH:29]=1.C(N(C(C)C)CC)(C)C.Cl. The catalyst is O.COCCOC. The product is [CH2:1]([C:8]1[N:27]=[C:11]2[N:12]=[C:13]([CH3:26])[C:14]([CH:17]([CH2:23][CH2:24][CH3:25])[C:18]([O:20][CH2:21][CH3:22])=[O:19])=[C:15]([C:31]3[CH:32]=[CH:33][C:28]([CH3:37])=[CH:29][CH:30]=3)[N:10]2[N:9]=1)[C:2]1[CH:7]=[CH:6][CH:5]=[CH:4][CH:3]=1. The yield is 0.990. (2) The reactants are C(=O)([O-])[O-].[K+].[K+].[Si:7]([O:14][C@@H:15]1[N:21]([C:22]([O:24][CH2:25][C:26]2[CH:31]=[CH:30][C:29]([NH:32][C:33](=[O:50])[C@@H:34]([NH:36][C:37](=[O:49])[C@@H:38]([NH:42][C:43]([O:45][CH2:46][CH:47]=[CH2:48])=[O:44])[CH:39]([CH3:41])[CH3:40])[CH3:35])=[CH:28][CH:27]=2)=[O:23])[C:20]2[CH:51]=[C:52]([OH:57])[C:53]([O:55][CH3:56])=[CH:54][C:19]=2[C:18](=[O:58])[N:17]2[CH:59]=[C:60](/[CH:62]=[CH:63]/[CH3:64])[CH2:61][C@@H:16]12)([C:10]([CH3:13])([CH3:12])[CH3:11])([CH3:9])[CH3:8].[Si:65]([O:72][C@@H:73]1[N:79]([C:80]([O:82][CH2:83][CH:84]=[CH2:85])=[O:81])[C:78]2[CH:86]=[C:87]([O:92][CH2:93][CH2:94][CH2:95]I)[C:88]([O:90][CH3:91])=[CH:89][C:77]=2[C:76](=[O:97])[N:75]2[CH:98]=[C:99](/[CH:101]=[CH:102]/[CH3:103])[CH2:100][C@@H:74]12)([C:68]([CH3:71])([CH3:70])[CH3:69])([CH3:67])[CH3:66]. The catalyst is CC(C)=O. The product is [CH2:46]([O:45][C:43]([NH:42][C@H:38]([CH:39]([CH3:41])[CH3:40])[C:37]([NH:36][C@H:34]([CH3:35])[C:33]([NH:32][C:29]1[CH:28]=[CH:27][C:26]([CH2:25][O:24][C:22]([N:21]2[C:20]3[CH:51]=[C:52]([O:57][CH2:95][CH2:94][CH2:93][O:92][C:87]4[C:88]([O:90][CH3:91])=[CH:89][C:77]5[C:76](=[O:97])[N:75]6[CH:98]=[C:99](/[CH:101]=[CH:102]/[CH3:103])[CH2:100][C@H:74]6[C@H:73]([O:72][Si:65]([C:68]([CH3:71])([CH3:69])[CH3:70])([CH3:67])[CH3:66])[N:79]([C:80]([O:82][CH2:83][CH:84]=[CH2:85])=[O:81])[C:78]=5[CH:86]=4)[C:53]([O:55][CH3:56])=[CH:54][C:19]=3[C:18](=[O:58])[N:17]3[CH:59]=[C:60](/[CH:62]=[CH:63]/[CH3:64])[CH2:61][C@H:16]3[C@@H:15]2[O:14][Si:7]([C:10]([CH3:11])([CH3:12])[CH3:13])([CH3:8])[CH3:9])=[O:23])=[CH:31][CH:30]=1)=[O:50])=[O:49])=[O:44])[CH:47]=[CH2:48]. The yield is 0.350. (3) The reactants are [CH2:1]([C:3]1([OH:18])[C:13]2[C:8](=[C:9]([O:15]C)[N:10]=[C:11]([I:14])[CH:12]=2)[CH2:7][O:6][C:5](=[O:17])[CH2:4]1)[CH3:2].[I-].[Na+].Cl[Si](C)(C)C.O.[O-]S([O-])=O.[Na+].[Na+].[Cl-].[Na+].O. The catalyst is C(#N)C. The product is [CH2:1]([C:3]1([OH:18])[C:13]2[CH:12]=[C:11]([I:14])[NH:10][C:9](=[O:15])[C:8]=2[CH2:7][O:6][C:5](=[O:17])[CH2:4]1)[CH3:2]. The yield is 0.610.